Dataset: Forward reaction prediction with 1.9M reactions from USPTO patents (1976-2016). Task: Predict the product of the given reaction. (1) Given the reactants [NH:1]1[CH2:4][CH:3]([O:5][C:6]2[CH:21]=[CH:20][C:9]([CH2:10][N:11]3[CH2:16][CH2:15][C:14]([CH2:18][OH:19])([CH3:17])[CH2:13][CH2:12]3)=[C:8]([CH3:22])[CH:7]=2)[CH2:2]1.[C:23]1([C:29]2[O:33][C:32]([C:34](OCC)=[O:35])=[N:31][N:30]=2)[CH:28]=[CH:27][CH:26]=[CH:25][CH:24]=1.[C-]#N.[Na+], predict the reaction product. The product is: [OH:19][CH2:18][C:14]1([CH3:17])[CH2:15][CH2:16][N:11]([CH2:10][C:9]2[CH:20]=[CH:21][C:6]([O:5][CH:3]3[CH2:4][N:1]([C:34]([C:32]4[O:33][C:29]([C:23]5[CH:24]=[CH:25][CH:26]=[CH:27][CH:28]=5)=[N:30][N:31]=4)=[O:35])[CH2:2]3)=[CH:7][C:8]=2[CH3:22])[CH2:12][CH2:13]1. (2) The product is: [Br:1][C:2]1[CH:3]=[CH:4][C:5]2[N:6]([C:10]([C:11]([F:14])([F:13])[F:12])=[N:9][N:8]=2)[CH:7]=1. Given the reactants [Br:1][C:2]1[CH:3]=[CH:4][C:5]([NH:8][NH:9][C:10](=O)[C:11]([F:14])([F:13])[F:12])=[N:6][CH:7]=1.C(=O)(O)[O-].[Na+], predict the reaction product. (3) Given the reactants [C:1]([O:12][CH:13]([CH3:15])[CH3:14])(=[O:11])[C:2]1[C:3](=[CH:7][CH:8]=[CH:9][CH:10]=1)[C:4]([O-:6])=[O:5].[OH-].[K+:17], predict the reaction product. The product is: [CH:13]([O:12][C:1](=[O:11])[C:2]1[C:3](=[CH:7][CH:8]=[CH:9][CH:10]=1)[C:4]([O-:6])=[O:5])([CH3:15])[CH3:14].[K+:17]. (4) Given the reactants [C:1]([C:5]1[CH:10]=[C:9]([CH3:11])[CH:8]=[C:7]([C:12]([CH3:15])([CH3:14])[CH3:13])[C:6]=1[OH:16])([CH3:4])([CH3:3])[CH3:2].[H-].[Na+].[N:19]1[CH:24]=[CH:23][CH:22]=[CH:21][C:20]=1[CH2:25]Cl, predict the reaction product. The product is: [C:12]([C:7]1[CH:8]=[C:9]([CH3:11])[CH:10]=[C:5]([C:1]([CH3:4])([CH3:3])[CH3:2])[C:6]=1[O:16][CH2:25][C:20]1[CH:21]=[CH:22][CH:23]=[CH:24][N:19]=1)([CH3:15])([CH3:14])[CH3:13]. (5) Given the reactants [O:1]=[CH:2][C@@H:3]([C@H:5]([C@@H:7]([C@@H:9]([CH2:11][OH:12])[OH:10])[OH:8])[OH:6])[OH:4], predict the reaction product. The product is: [CH2:11]([OH:12])[C@@H:9]([OH:10])[C@@H:7]([OH:8])[C@H:5]([OH:6])[C@@H:3]([OH:4])[CH:2]=[O:1].[OH2:1]. (6) Given the reactants [CH2:1]([OH:10])[C@@H:2]([OH:9])[CH:3]([OH:8])[C@H:4]([OH:7])[CH2:5][OH:6].[CH:11](=O)[C:12]1[CH:17]=[CH:16][CH:15]=[CH:14][CH:13]=1.N, predict the reaction product. The product is: [CH2:1]1[O:10][CH:11]([C:12]2[CH:17]=[CH:16][CH:15]=[CH:14][CH:13]=2)[O:8][C@H:3]([C@H:4]([OH:7])[CH2:5][OH:6])[C@@H:2]1[OH:9]. (7) The product is: [CH2:1]([O:3][C:4]1[CH:14]=[CH:13][C:7]([N:8]([CH3:12])[C:9](=[O:11])[CH2:10][C:40]2([OH:43])[CH2:41][CH2:42][N:37]([CH2:30][C:31]3[CH:36]=[CH:35][CH:34]=[CH:33][CH:32]=3)[CH2:38][CH2:39]2)=[CH:6][CH:5]=1)[CH3:2]. Given the reactants [CH2:1]([O:3][C:4]1[CH:14]=[CH:13][C:7]([N:8]([CH3:12])[C:9](=[O:11])[CH3:10])=[CH:6][CH:5]=1)[CH3:2].O1CCCC1.C[Si](C)(C)[N-][Si](C)(C)C.[Li+].[CH2:30]([N:37]1[CH2:42][CH2:41][C:40](=[O:43])[CH2:39][CH2:38]1)[C:31]1[CH:36]=[CH:35][CH:34]=[CH:33][CH:32]=1, predict the reaction product.